This data is from Forward reaction prediction with 1.9M reactions from USPTO patents (1976-2016). The task is: Predict the product of the given reaction. (1) Given the reactants S(=O)(=O)(O)O.[NH2:6][C:7]1[CH:8]=[N:9][N:10]2[CH2:15][CH2:14][CH2:13][NH:12][C:11]=12.C(N(C(C)C)C(C)C)C.[C:25]([O:29][C:30]([NH:32][C:33]([NH:42][C:43]([O:45][C:46]([CH3:49])([CH3:48])[CH3:47])=[O:44])=NS(C(F)(F)F)(=O)=O)=[O:31])([CH3:28])([CH3:27])[CH3:26], predict the reaction product. The product is: [C:46]([O:45][C:43]([N:42]=[C:33]([NH:32][C:30]([O:29][C:25]([CH3:28])([CH3:27])[CH3:26])=[O:31])[NH:6][C:7]1[CH:8]=[N:9][N:10]2[CH2:15][CH2:14][CH2:13][NH:12][C:11]=12)=[O:44])([CH3:49])([CH3:48])[CH3:47]. (2) Given the reactants Cl[C:2]1[N:7]=[C:6]([O:8][C:9]2[C:14]3[N:15]=[C:16]([NH:18][C:19](=[O:21])[CH3:20])[S:17][C:13]=3[CH:12]=[CH:11][CH:10]=2)[CH:5]=[C:4]([C:22]2[CH:27]=[CH:26][C:25]([C:28]([F:31])([F:30])[F:29])=[CH:24][CH:23]=2)[N:3]=1.[N:32]1([C:38]([O:40][C:41]([CH3:44])([CH3:43])[CH3:42])=[O:39])[CH2:37][CH2:36][NH:35][CH2:34][CH2:33]1, predict the reaction product. The product is: [C:19]([NH:18][C:16]1[S:17][C:13]2[CH:12]=[CH:11][CH:10]=[C:9]([O:8][C:6]3[CH:5]=[C:4]([C:22]4[CH:27]=[CH:26][C:25]([C:28]([F:31])([F:30])[F:29])=[CH:24][CH:23]=4)[N:3]=[C:2]([N:35]4[CH2:34][CH2:33][N:32]([C:38]([O:40][C:41]([CH3:44])([CH3:43])[CH3:42])=[O:39])[CH2:37][CH2:36]4)[N:7]=3)[C:14]=2[N:15]=1)(=[O:21])[CH3:20].